From a dataset of Full USPTO retrosynthesis dataset with 1.9M reactions from patents (1976-2016). Predict the reactants needed to synthesize the given product. (1) Given the product [CH3:24][O:25][C:26]1[CH:31]=[C:30]([CH3:32])[CH:29]=[CH:28][C:27]=1[C:33](=[O:36])[CH2:34][CH3:35], predict the reactants needed to synthesize it. The reactants are: CC(OI1(OC(C)=O)(OC(C)=O)OC(=O)C2C=CC=CC1=2)=O.O.[CH3:24][O:25][C:26]1[CH:31]=[C:30]([CH3:32])[CH:29]=[CH:28][C:27]=1[CH:33]([OH:36])[CH2:34][CH3:35]. (2) Given the product [Br:11][C:6]1[CH:5]=[C:4]([C:2](=[O:3])[CH:1]=[O:13])[CH:9]=[CH:8][C:7]=1[F:10], predict the reactants needed to synthesize it. The reactants are: [CH3:1][C:2]([C:4]1[CH:9]=[CH:8][C:7]([F:10])=[C:6]([Br:11])[CH:5]=1)=[O:3].[Se](=O)=[O:13]. (3) Given the product [C:35]([O:34][C:32](=[O:33])[NH:1][C@:2]12[CH2:28][CH2:27][C@@H:26]([C:29]([CH3:31])=[CH2:30])[C@@H:3]1[C@@H:4]1[C@@:17]([CH3:20])([CH2:18][CH2:19]2)[C@@:16]2([CH3:21])[C@@H:7]([C@:8]3([CH3:25])[C@@H:13]([CH2:14][CH2:15]2)[C:12]([CH3:22])([CH3:23])[C:11](=[O:24])[CH2:10][CH2:9]3)[CH2:6][CH2:5]1)([CH3:38])([CH3:37])[CH3:36], predict the reactants needed to synthesize it. The reactants are: [NH2:1][C@:2]12[CH2:28][CH2:27][C@@H:26]([C:29]([CH3:31])=[CH2:30])[C@@H:3]1[C@@H:4]1[C@@:17]([CH3:20])([CH2:18][CH2:19]2)[C@@:16]2([CH3:21])[C@@H:7]([C@:8]3([CH3:25])[C@@H:13]([CH2:14][CH2:15]2)[C:12]([CH3:23])([CH3:22])[C:11](=[O:24])[CH2:10][CH2:9]3)[CH2:6][CH2:5]1.[C:32](O[C:32]([O:34][C:35]([CH3:38])([CH3:37])[CH3:36])=[O:33])([O:34][C:35]([CH3:38])([CH3:37])[CH3:36])=[O:33].Cl.[Cl-].[NH4+]. (4) The reactants are: [F:1][C:2]1[CH:7]=[CH:6][C:5]([C:8]([C:10]2([OH:16])[CH2:15][CH2:14][NH:13][CH2:12][CH2:11]2)=[O:9])=[CH:4][CH:3]=1.[C:17]([O:21][C:22](=[O:33])[NH:23][C@H:24]1[CH2:29][CH2:28][C@H:27]([CH2:30][CH:31]=O)[CH2:26][CH2:25]1)([CH3:20])([CH3:19])[CH3:18].C(O[BH-](OC(=O)C)OC(=O)C)(=O)C. Given the product [C:17]([O:21][C:22](=[O:33])[NH:23][CH:24]1[CH2:25][CH2:26][CH:27]([CH2:30][CH2:31][N:13]2[CH2:14][CH2:15][C:10]([C:8](=[O:9])[C:5]3[CH:6]=[CH:7][C:2]([F:1])=[CH:3][CH:4]=3)([OH:16])[CH2:11][CH2:12]2)[CH2:28][CH2:29]1)([CH3:20])([CH3:19])[CH3:18], predict the reactants needed to synthesize it.